From a dataset of hERG Central: cardiac toxicity at 1µM, 10µM, and general inhibition. Predict hERG channel inhibition at various concentrations. (1) The compound is O=C(c1ccco1)N1CCN(c2ncnc3c2oc2ccccc23)CC1. Results: hERG_inhib (hERG inhibition (general)): blocker. (2) The molecule is O=[N+]([O-])c1ccc(CN2CCN(Cc3c[nH]c4ccccc34)CC2)cc1. Results: hERG_inhib (hERG inhibition (general)): blocker. (3) The drug is COc1cccc(NC(=O)C(C)Sc2nnc(C3CC3)n2C2CC2)c1. Results: hERG_inhib (hERG inhibition (general)): blocker. (4) The drug is Cc1ccc2oc(=O)c3cc(C(=O)NCCCN4C(C)CCCC4C)sc3c2c1. Results: hERG_inhib (hERG inhibition (general)): blocker. (5) The compound is Cc1ccc(-c2nn(-c3cccc(F)c3)cc2CNCCc2ccncc2)o1. Results: hERG_inhib (hERG inhibition (general)): blocker. (6) The drug is CCOC(=O)CNC(=S)N(Cc1ccccc1F)C1CCCCC1. Results: hERG_inhib (hERG inhibition (general)): blocker.